This data is from Peptide-MHC class I binding affinity with 185,985 pairs from IEDB/IMGT. The task is: Regression. Given a peptide amino acid sequence and an MHC pseudo amino acid sequence, predict their binding affinity value. This is MHC class I binding data. The peptide sequence is ITTESIVIW. The MHC is HLA-B18:01 with pseudo-sequence HLA-B18:01. The binding affinity (normalized) is 0.111.